This data is from Full USPTO retrosynthesis dataset with 1.9M reactions from patents (1976-2016). The task is: Predict the reactants needed to synthesize the given product. (1) Given the product [CH3:21][C:22]1[C:26]([CH2:27][C:28]([N:30]2[CH2:31][CH2:32][O:33][CH2:34][CH2:35]2)=[O:29])=[C:25]([CH3:36])[NH:24][C:23]=1/[CH:37]=[C:14]1\[C:15](=[O:20])[NH:16][C:17]2[C:13]\1=[CH:12][C:11]([S:8]([CH2:7][C:1]1[CH:2]=[CH:3][CH:4]=[CH:5][CH:6]=1)(=[O:10])=[O:9])=[CH:19][CH:18]=2, predict the reactants needed to synthesize it. The reactants are: [C:1]1([CH2:7][S:8]([C:11]2[CH:12]=[C:13]3[C:17](=[CH:18][CH:19]=2)[NH:16][C:15](=[O:20])[CH2:14]3)(=[O:10])=[O:9])[CH:6]=[CH:5][CH:4]=[CH:3][CH:2]=1.[CH3:21][C:22]1[C:26]([CH2:27][C:28]([N:30]2[CH2:35][CH2:34][O:33][CH2:32][CH2:31]2)=[O:29])=[C:25]([CH3:36])[NH:24][C:23]=1[CH:37]=O.N1CCCCC1. (2) Given the product [Br:40][C:36]1[CH:37]=[C:38]2[C:33](=[CH:34][CH:35]=1)[O:32][CH2:31][CH:30]([N:18]([CH2:17][CH2:16][CH2:15][N:11]1[CH2:10][C@H:9]([CH3:41])[NH:8][CH2:13][C@H:12]1[CH3:14])[C:19]([NH:21][C:22]1[CH:27]=[CH:26][C:25]([F:28])=[C:24]([Cl:29])[CH:23]=1)=[O:20])[CH2:39]2, predict the reactants needed to synthesize it. The reactants are: C(OC([N:8]1[CH2:13][C@@H:12]([CH3:14])[N:11]([CH2:15][CH2:16][CH2:17][N:18]([CH:30]2[CH2:39][C:38]3[C:33](=[CH:34][CH:35]=[C:36]([Br:40])[CH:37]=3)[O:32][CH2:31]2)[C:19]([NH:21][C:22]2[CH:27]=[CH:26][C:25]([F:28])=[C:24]([Cl:29])[CH:23]=2)=[O:20])[CH2:10][C@@H:9]1[CH3:41])=O)(C)(C)C.C(O)(C(F)(F)F)=O.C(Cl)Cl. (3) Given the product [C:3]([C@@H:5]1[CH2:6][CH2:7][C@H:8]([NH:11][C:12](=[O:18])[O:13][C:14]([CH3:15])([CH3:16])[CH3:17])[CH2:9][CH2:10]1)(=[O:4])[CH3:21], predict the reactants needed to synthesize it. The reactants are: CN(OC)[C:3]([C@@H:5]1[CH2:10][CH2:9][C@H:8]([NH:11][C:12](=[O:18])[O:13][C:14]([CH3:17])([CH3:16])[CH3:15])[CH2:7][CH2:6]1)=[O:4].[CH3:21][Mg]Br.Cl. (4) The reactants are: [CH3:1][C:2]1[CH2:6][C:5]([CH3:7])=[C:4]([CH3:8])[C:3]=1[CH3:9].[Li]CCCC.[Cl:15][Si:16](Cl)([CH3:18])[CH3:17]. Given the product [Cl:15][Si:16]([CH3:18])([CH3:17])[CH:6]1[C:5]([CH3:7])=[C:4]([CH3:8])[C:3]([CH3:9])=[C:2]1[CH3:1], predict the reactants needed to synthesize it. (5) Given the product [OH:1][C:2]([CH3:11])([CH3:10])[CH2:3][N:4]1[CH2:9][CH2:8][O:7][CH2:6][CH2:5]1, predict the reactants needed to synthesize it. The reactants are: [O:1]=[C:2]([CH3:10])[CH2:3][N:4]1[CH2:9][CH2:8][O:7][CH2:6][CH2:5]1.[CH3:11][Mg+].[Br-].Cl. (6) Given the product [Br:8][C:4]1[N:3]=[C:2]([N:3]([CH3:4])[CH2:2][CH2:7][OH:9])[CH:7]=[CH:6][CH:5]=1, predict the reactants needed to synthesize it. The reactants are: Br[C:2]1[CH:7]=[CH:6][CH:5]=[C:4]([Br:8])[N:3]=1.[OH2:9]. (7) Given the product [C:1]([O:5][C:6]([NH:8][C@@H:9]([C@H:13]([OH:24])[C:14]1[CH:15]=[CH:16][C:17]([C:20]([F:22])([F:23])[F:21])=[CH:18][CH:19]=1)[C:10]([OH:12])=[O:11])=[O:7])([CH3:4])([CH3:2])[CH3:3], predict the reactants needed to synthesize it. The reactants are: [C:1]([O:5][C:6]([NH:8][C@H:9]([CH:13]([OH:24])[C:14]1[CH:19]=[CH:18][C:17]([C:20]([F:23])([F:22])[F:21])=[CH:16][CH:15]=1)[C:10]([OH:12])=[O:11])=[O:7])([CH3:4])([CH3:3])[CH3:2].COC1C=CC2N=CC=C([C@@H](O)[C@H]3N4C[C@H](C=C)[C@@H](CC4)C3)C=2C=1.CC1(C)O[C@]2(OC[C@@H]3OC(C)(C)O[C@@H]3C2=O)CO1. (8) Given the product [C:27]([O:31][C:32]([N:34]1[CH2:39][CH2:38][CH:37]([CH2:40][O:26][C:20]2[CH:19]=[C:18]3[C:23]([C:14]([Cl:13])=[CH:15][N:16]=[N:17]3)=[CH:22][C:21]=2[O:24][CH3:25])[CH2:36][CH2:35]1)=[O:33])([CH3:30])([CH3:28])[CH3:29], predict the reactants needed to synthesize it. The reactants are: CCOC(/N=N/C(OCC)=O)=O.[Cl:13][C:14]1[C:23]2[C:18](=[CH:19][C:20]([OH:26])=[C:21]([O:24][CH3:25])[CH:22]=2)[N:17]=[N:16][CH:15]=1.[C:27]([O:31][C:32]([N:34]1[CH2:39][CH2:38][CH:37]([CH2:40]O)[CH2:36][CH2:35]1)=[O:33])([CH3:30])([CH3:29])[CH3:28].C1(P(C2C=CC=CC=2)C2C=CC=CC=2)C=CC=CC=1. (9) Given the product [CH2:34]([O:41][C:42]1[CH:47]=[CH:46][C:45]([C:48](=[O:50])[CH2:49][Br:1])=[CH:44][C:43]=1[N+:51]([O-:53])=[O:52])[C:35]1[CH:36]=[CH:37][CH:38]=[CH:39][CH:40]=1, predict the reactants needed to synthesize it. The reactants are: [Br-:1].[Br-].[Br-].C1([N+](C)(C)C)C=CC=CC=1.C1([N+](C)(C)C)C=CC=CC=1.C1([N+](C)(C)C)C=CC=CC=1.[CH2:34]([O:41][C:42]1[CH:47]=[CH:46][C:45]([C:48](=[O:50])[CH3:49])=[CH:44][C:43]=1[N+:51]([O-:53])=[O:52])[C:35]1[CH:40]=[CH:39][CH:38]=[CH:37][CH:36]=1.C(=O)(O)[O-].[Na+].S([O-])([O-])(=O)=S.[Na+].[Na+]. (10) The reactants are: [CH2:1]([O:8][C:9]1[CH:14]=[CH:13][C:12]([NH:15][C:16]2[C:21]([NH2:22])=[C:20]([CH3:23])[CH:19]=[CH:18][N:17]=2)=[CH:11][CH:10]=1)[C:2]1[CH:7]=[CH:6][CH:5]=[CH:4][CH:3]=1.[OH-].[Na+].Cl.O.C1C[O:31][CH2:30]C1. Given the product [CH2:1]([O:8][C:9]1[CH:14]=[CH:13][C:12]([N:15]2[C:16]3=[N:17][CH:18]=[CH:19][C:20]([CH3:23])=[C:21]3[NH:22][C:30]2=[O:31])=[CH:11][CH:10]=1)[C:2]1[CH:7]=[CH:6][CH:5]=[CH:4][CH:3]=1, predict the reactants needed to synthesize it.